This data is from Catalyst prediction with 721,799 reactions and 888 catalyst types from USPTO. The task is: Predict which catalyst facilitates the given reaction. (1) Reactant: [O:1]1[CH2:6][CH2:5][CH:4]=[C:3]([C:7]([O:9][CH2:10][C:11]2[CH:16]=[CH:15][CH:14]=[CH:13][CH:12]=2)=[O:8])[CH2:2]1.C([O:21]C(NC1(C(O)=O)CC1)=O)(C)(C)C. Product: [C:3]12([C:7]([O:9][CH2:10][C:11]3[CH:16]=[CH:15][CH:14]=[CH:13][CH:12]=3)=[O:8])[O:21][CH:4]1[CH2:5][CH2:6][O:1][CH2:2]2. The catalyst class is: 279. (2) Reactant: [C:1]([NH:8]CCN)([O:3][C:4]([CH3:7])([CH3:6])[CH3:5])=[O:2].[CH:12]([N:15](C(C)C)CC)(C)[CH3:13].[Br:21][C:22]([CH3:27])([CH3:26])[C:23](Br)=[O:24].C(OCC)(=O)C.ClCCl. Product: [C:1]([NH:8][C:23](=[O:24])[C:22]([Br:21])([CH3:27])[CH2:26][CH2:13][CH2:12][NH2:15])([O:3][C:4]([CH3:5])([CH3:7])[CH3:6])=[O:2]. The catalyst class is: 4. (3) Reactant: FC(F)(F)C([O-])=O.[N:8]1([C:12]2[NH+:17]=[C:16]([CH2:18][N:19]3[C@@H:23]([CH3:24])[C@@H:22]([C:25]4[CH:30]=[C:29]([C:31]([F:34])([F:33])[F:32])[CH:28]=[C:27]([C:35]([F:38])([F:37])[F:36])[CH:26]=4)[O:21][C:20]3=[O:39])[C:15]([C:40]3[CH:45]=[C:44]([CH2:46][C:47]#[N:48])[CH:43]=[CH:42][C:41]=3[O:49][CH3:50])=[CH:14][CH:13]=2)[CH2:11][CH2:10][CH2:9]1.Cl.C(N(CC)CC)C.[N-:59]=[N+:60]=[N-:61].[Na+].O. Product: [N:8]1([C:12]2[N:17]=[C:16]([CH2:18][N:19]3[C@@H:23]([CH3:24])[C@@H:22]([C:25]4[CH:26]=[C:27]([C:35]([F:36])([F:37])[F:38])[CH:28]=[C:29]([C:31]([F:32])([F:33])[F:34])[CH:30]=4)[O:21][C:20]3=[O:39])[C:15]([C:40]3[CH:45]=[C:44]([CH2:46][C:47]4[N:59]=[N:60][NH:61][N:48]=4)[CH:43]=[CH:42][C:41]=3[O:49][CH3:50])=[CH:14][CH:13]=2)[CH2:11][CH2:10][CH2:9]1. The catalyst class is: 37. (4) Reactant: [CH2:1]([O:3][C:4]1[CH:36]=[CH:35][CH:34]=[CH:33][C:5]=1[O:6][C@@H:7]1[CH2:12][CH2:11][CH2:10][N:9]([C:13]2[N:18]=[CH:17][C:16]([C:19]([NH:21][CH2:22][C:23]3[CH:24]=[C:25]([CH:30]=[CH:31][CH:32]=3)[C:26]([O:28]C)=[O:27])=[O:20])=[CH:15][N:14]=2)[CH2:8]1)[CH3:2].[OH-].[Li+].O.C(OCC)(=O)C. Product: [CH2:1]([O:3][C:4]1[CH:36]=[CH:35][CH:34]=[CH:33][C:5]=1[O:6][C@@H:7]1[CH2:12][CH2:11][CH2:10][N:9]([C:13]2[N:14]=[CH:15][C:16]([C:19]([NH:21][CH2:22][C:23]3[CH:24]=[C:25]([CH:30]=[CH:31][CH:32]=3)[C:26]([OH:28])=[O:27])=[O:20])=[CH:17][N:18]=2)[CH2:8]1)[CH3:2]. The catalyst class is: 1. (5) Reactant: [OH:1][CH2:2][CH:3]1[O:8][CH2:7][CH2:6][N:5]([C:9]([O:11][C:12]([CH3:15])([CH3:14])[CH3:13])=[O:10])[CH2:4]1.O[N:17]1C(=O)C2C(=CC=CC=2)C1=O.C1(P(C2C=CC=CC=2)C2C=CC=CC=2)C=CC=CC=1.N(C(OC(C)C)=O)=NC(OC(C)C)=O.O.NN. Product: [NH2:17][O:1][CH2:2][CH:3]1[O:8][CH2:7][CH2:6][N:5]([C:9]([O:11][C:12]([CH3:15])([CH3:14])[CH3:13])=[O:10])[CH2:4]1. The catalyst class is: 34. (6) Reactant: P(Cl)(Cl)([Cl:3])=O.[N:6]1[C:15]2[C:10](=[CH:11][C:12]([OH:16])=[CH:13][CH:14]=2)[CH:9]=[CH:8][C:7]=1O.CN(C)C=O.[OH-].[Na+]. Product: [Cl:3][C:7]1[CH:8]=[CH:9][C:10]2[C:15](=[CH:14][CH:13]=[C:12]([OH:16])[CH:11]=2)[N:6]=1. The catalyst class is: 6. (7) Reactant: Br[CH2:2][C:3]1[CH:8]=[CH:7][C:6]([F:9])=[CH:5][C:4]=1[I:10].[N-:11]=[N+:12]=[N-:13].[Na+]. Product: [N:11]([CH2:2][C:3]1[CH:8]=[CH:7][C:6]([F:9])=[CH:5][C:4]=1[I:10])=[N+:12]=[N-:13]. The catalyst class is: 3.